From a dataset of Forward reaction prediction with 1.9M reactions from USPTO patents (1976-2016). Predict the product of the given reaction. (1) Given the reactants [Cl:1][C:2]1[C:3]([CH2:31][N:32]2[CH2:37][CH2:36][NH:35][CH2:34][CH2:33]2)=[C:4]([C:27]([F:30])([F:29])[F:28])[CH:5]=[C:6]2[C:11]=1[NH:10][C:9](=[O:12])[N:8]([CH2:13][C:14]1[CH:19]=[C:18]([Cl:20])[CH:17]=[CH:16][C:15]=1[S:21]([CH2:24][CH3:25])(=[O:23])=[O:22])[C:7]2=[O:26].C(OC([NH:45][CH2:46][CH2:47][C:48](O)=[O:49])=O)(C)(C)C, predict the reaction product. The product is: [NH2:45][CH2:46][CH2:47][C:48]([N:35]1[CH2:34][CH2:33][N:32]([CH2:31][C:3]2[C:2]([Cl:1])=[C:11]3[C:6]([C:7](=[O:26])[N:8]([CH2:13][C:14]4[CH:19]=[C:18]([Cl:20])[CH:17]=[CH:16][C:15]=4[S:21]([CH2:24][CH3:25])(=[O:23])=[O:22])[C:9](=[O:12])[NH:10]3)=[CH:5][C:4]=2[C:27]([F:30])([F:28])[F:29])[CH2:37][CH2:36]1)=[O:49]. (2) Given the reactants C1C=CC2N(O)N=NC=2C=1.[C:11]([NH:14][C@@H:15]([CH2:19][C:20]1[CH:25]=[CH:24][CH:23]=[CH:22][CH:21]=1)[C:16](O)=[O:17])(=[O:13])[CH3:12].CCN=C=NCCCN(C)C.[NH2:37][C@@H:38]([CH2:47][C:48]1[CH:53]=[CH:52][C:51]([N:54]2[CH2:58][C:57](=[O:59])[N:56]([CH2:60][C:61]3[CH:66]=[CH:65][C:64]([O:67][CH3:68])=[CH:63][CH:62]=3)[S:55]2(=[O:70])=[O:69])=[CH:50][CH:49]=1)[C:39]([NH:41][CH2:42][CH2:43][CH2:44][CH2:45][CH3:46])=[O:40], predict the reaction product. The product is: [C:11]([NH:14][C@@H:15]([CH2:19][C:20]1[CH:21]=[CH:22][CH:23]=[CH:24][CH:25]=1)[C:16]([NH:37][C@H:38]([C:39](=[O:40])[NH:41][CH2:42][CH2:43][CH2:44][CH2:45][CH3:46])[CH2:47][C:48]1[CH:49]=[CH:50][C:51]([N:54]2[CH2:58][C:57](=[O:59])[N:56]([CH2:60][C:61]3[CH:66]=[CH:65][C:64]([O:67][CH3:68])=[CH:63][CH:62]=3)[S:55]2(=[O:69])=[O:70])=[CH:52][CH:53]=1)=[O:17])(=[O:13])[CH3:12]. (3) Given the reactants Br[C:2]1[C:7]([N+:8]([O-:10])=[O:9])=[CH:6][CH:5]=[CH:4][C:3]=1[OH:11].[C:12]([O:16][CH2:17][CH3:18])(=[O:15])[CH:13]=[CH2:14].C(N(CC)CC)C.Cl, predict the reaction product. The product is: [OH:11][C:3]1[CH:4]=[CH:5][CH:6]=[C:7]([N+:8]([O-:10])=[O:9])[C:2]=1/[CH:14]=[CH:13]/[C:12]([O:16][CH2:17][CH3:18])=[O:15].